Dataset: Reaction yield outcomes from USPTO patents with 853,638 reactions. Task: Predict the reaction yield, written as a fraction of the theoretical maximum amount of product (1.0 means a 100% yield; for example, 0.34 means a 34% yield). The reactants are [Cl:1][C:2]1[N:7]=[C:6]([CH2:8][C:9]([C:12]2[CH:17]=[CH:16][C:15]([F:18])=[CH:14][CH:13]=2)=[N:10]O)[CH:5]=[CH:4][CH:3]=1.FC(F)(F)C(OC(=O)C(F)(F)F)=O.C(N(CC)CC)C. The catalyst is COCCOC.[Fe](Cl)Cl. The product is [Cl:1][C:2]1[N:7]2[N:10]=[C:9]([C:12]3[CH:17]=[CH:16][C:15]([F:18])=[CH:14][CH:13]=3)[CH:8]=[C:6]2[CH:5]=[CH:4][CH:3]=1. The yield is 0.680.